From a dataset of Forward reaction prediction with 1.9M reactions from USPTO patents (1976-2016). Predict the product of the given reaction. (1) Given the reactants [F:1][C:2]1[CH:7]=[CH:6][C:5]([F:8])=[CH:4][C:3]=1[CH:9](O)[C:10]1[CH:15]=[CH:14][CH:13]=[CH:12][N:11]=1.CN(C)C=O.[Cl:22][C:23]1[CH:28]=[CH:27][C:26]([SH:29])=[CH:25][CH:24]=1.C(=O)([O-])[O-].[K+].[K+], predict the reaction product. The product is: [Cl:22][C:23]1[CH:28]=[CH:27][C:26]([S:29][CH:9]([C:3]2[CH:4]=[C:5]([F:8])[CH:6]=[CH:7][C:2]=2[F:1])[C:10]2[CH:15]=[CH:14][CH:13]=[CH:12][N:11]=2)=[CH:25][CH:24]=1. (2) Given the reactants [C:1]([N:4]1[C:8]([NH:9][C:10](=[O:12])[CH3:11])=[CH:7][C:6]([C:13]2[CH:18]=[CH:17][CH:16]=[CH:15][CH:14]=2)=[N:5]1)(=[O:3])[CH3:2].[I:19](O)(=O)=O.II, predict the reaction product. The product is: [C:1]([N:4]1[C:8]([NH:9][C:10](=[O:12])[CH3:11])=[C:7]([I:19])[C:6]([C:13]2[CH:18]=[CH:17][CH:16]=[CH:15][CH:14]=2)=[N:5]1)(=[O:3])[CH3:2]. (3) Given the reactants F[C:2]1[CH:11]=[CH:10][C:5]([C:6]([O:8][CH3:9])=[O:7])=[C:4]([CH2:12][O:13][CH3:14])[CH:3]=1.[Cl:15][C:16]1[CH:21]=[CH:20][C:19]([OH:22])=[CH:18][C:17]=1[C:23]([F:26])([F:25])[F:24], predict the reaction product. The product is: [Cl:15][C:16]1[CH:21]=[CH:20][C:19]([O:22][C:2]2[CH:11]=[CH:10][C:5]([C:6]([O:8][CH3:9])=[O:7])=[C:4]([CH2:12][O:13][CH3:14])[CH:3]=2)=[CH:18][C:17]=1[C:23]([F:24])([F:25])[F:26]. (4) Given the reactants [CH3:1][C:2]1[C:3]([C:8]([C:10]2[CH:15]=[CH:14][C:13]([F:16])=[C:12]([NH2:17])[CH:11]=2)=[O:9])=[N:4][CH:5]=[CH:6][CH:7]=1.[S-:18][C:19]#[N:20].[Na+].C(O)(=O)C.BrBr, predict the reaction product. The product is: [NH2:17][C:12]1[C:13]([F:16])=[CH:14][C:15]([S:18][C:19]#[N:20])=[C:10]([C:8](=[O:9])[C:3]2[C:2]([CH3:1])=[CH:7][CH:6]=[CH:5][N:4]=2)[CH:11]=1. (5) Given the reactants [Cl:1][C:2]1[CH:3]=[N:4][CH:5]=[C:6]([Cl:23])[C:7]=1[NH:8][C:9]1[C:18]2[C:13](=[C:14]([OH:21])[C:15]([O:19][CH3:20])=[CH:16][CH:17]=2)[NH:12][C:11](=[O:22])[CH:10]=1.[Br:24][CH2:25][CH2:26][CH2:27][CH2:28][CH2:29][CH2:30]Br.ClCCCCCCOC1C(OC)=CC=C2C=1NC(=O)C=C2NC1C(Cl)=CN=CC=1Cl, predict the reaction product. The product is: [Br:24][CH2:25][CH2:26][CH2:27][CH2:28][CH2:29][CH2:30][O:21][C:14]1[C:15]([O:19][CH3:20])=[CH:16][CH:17]=[C:18]2[C:13]=1[NH:12][C:11](=[O:22])[CH:10]=[C:9]2[NH:8][C:7]1[C:6]([Cl:23])=[CH:5][N:4]=[CH:3][C:2]=1[Cl:1]. (6) Given the reactants [CH3:1][O:2][C:3]1[CH:11]=[CH:10][C:9]([CH:12]=[CH:13][N+:14]([O-])=O)=[CH:8][C:4]=1[C:5]([O-:7])=[O:6].[ClH:17].[H][H].[CH3:20]O, predict the reaction product. The product is: [ClH:17].[NH2:14][CH2:13][CH2:12][C:9]1[CH:10]=[CH:11][C:3]([O:2][CH3:1])=[C:4]([CH:8]=1)[C:5]([O:7][CH3:20])=[O:6]. (7) Given the reactants [O:1]1[CH2:5][CH2:4][O:3][CH:2]1[CH2:6][C:7]1[CH:8]=[C:9]([CH:13]=[CH:14][CH:15]=1)[C:10](O)=[O:11].Cl.[CH3:17][NH:18][CH3:19].C(Cl)CCl, predict the reaction product. The product is: [O:1]1[CH2:5][CH2:4][O:3][CH:2]1[CH2:6][C:7]1[CH:8]=[C:9]([CH:13]=[CH:14][CH:15]=1)[C:10]([N:18]([CH3:19])[CH3:17])=[O:11]. (8) Given the reactants [CH2:1]([O:8][C:9]1[N:14]=[C:13]2[NH:15][CH:16]=[N:17][C:12]2=[CH:11][CH:10]=1)[C:2]1[CH:7]=[CH:6][CH:5]=[CH:4][CH:3]=1.[C:18]1([CH3:27])[CH:23]=[CH:22][CH:21]=[CH:20][C:19]=1B(O)O.C(OC1N=C2N(C3C=CC=CC=3C)C=NC2=CC=1)C1C=CC=CC=1, predict the reaction product. The product is: [CH2:1]([O:8][C:9]1[N:14]=[C:13]2[N:15]=[CH:16][N:17]([C:19]3[CH:20]=[CH:21][CH:22]=[CH:23][C:18]=3[CH3:27])[C:12]2=[CH:11][CH:10]=1)[C:2]1[CH:3]=[CH:4][CH:5]=[CH:6][CH:7]=1.